From a dataset of Reaction yield outcomes from USPTO patents with 853,638 reactions. Predict the reaction yield, written as a fraction of the theoretical maximum amount of product (1.0 means a 100% yield; for example, 0.34 means a 34% yield). The reactants are [Cl:1][C:2]1[C:3]([NH:8][C@@H:9]2[CH2:14][CH2:13][CH2:12][N:11]([C:15]([O:17][C:18]([CH3:21])([CH3:20])[CH3:19])=[O:16])[CH2:10]2)=[N:4][CH:5]=[CH:6][CH:7]=1.C[Mg]Cl.C1COCC1.[Br:30][C:31]1[CH:32]=[CH:33][C:34]([C:37](OC)=[O:38])=[N:35][CH:36]=1. The catalyst is C1(C)C=CC=CC=1. The product is [Br:30][C:31]1[CH:32]=[CH:33][C:34]([C:37]([N:8]([C:3]2[C:2]([Cl:1])=[CH:7][CH:6]=[CH:5][N:4]=2)[C@@H:9]2[CH2:14][CH2:13][CH2:12][N:11]([C:15]([O:17][C:18]([CH3:21])([CH3:20])[CH3:19])=[O:16])[CH2:10]2)=[O:38])=[N:35][CH:36]=1. The yield is 0.570.